This data is from Catalyst prediction with 721,799 reactions and 888 catalyst types from USPTO. The task is: Predict which catalyst facilitates the given reaction. (1) The catalyst class is: 4. Reactant: [Cl:1][C:2]1[S:6][C:5]([C:7]#[N:8])=[CH:4][C:3]=1[CH2:9][OH:10].CC(OI1(OC(C)=O)(OC(C)=O)OC(=O)C2C=CC=CC1=2)=O. Product: [Cl:1][C:2]1[S:6][C:5]([C:7]#[N:8])=[CH:4][C:3]=1[CH:9]=[O:10]. (2) Reactant: I[C:2]1[CH:7]=[CH:6][C:5]([N:8]2[CH:13]=[CH:12][CH:11]=[CH:10]/[C:9]/2=[N:14]\[CH3:15])=[CH:4][CH:3]=1.[Cl:16][C:17]1[S:21][C:20]([C:22]([NH:24][CH2:25][C:26]2[N:27]=[CH:28][NH:29][CH:30]=2)=[O:23])=[CH:19][CH:18]=1.OC1C=CC=C2C=1N=CC=C2.C([O-])([O-])=O.[K+].[K+]. Product: [Cl:16][C:17]1[S:21][C:20]([C:22]([NH:24][CH2:25][C:26]2[N:27]=[CH:28][N:29]([C:2]3[CH:7]=[CH:6][C:5]([N:8]4[CH:13]=[CH:12][CH:11]=[CH:10]/[C:9]/4=[N:14]\[CH3:15])=[CH:4][CH:3]=3)[CH:30]=2)=[O:23])=[CH:19][CH:18]=1. The catalyst class is: 156. (3) The catalyst class is: 9. Product: [C:3]([O:7][C:8]([N:10]1[CH2:15][CH2:14][N:13]([CH2:18][CH2:19][O:20][Si:21]([C:24]([CH3:27])([CH3:26])[CH3:25])([CH3:23])[CH3:22])[C:12](=[O:16])[CH2:11]1)=[O:9])([CH3:6])([CH3:4])[CH3:5]. Reactant: [H-].[Na+].[C:3]([O:7][C:8]([N:10]1[CH2:15][CH2:14][NH:13][C:12](=[O:16])[CH2:11]1)=[O:9])([CH3:6])([CH3:5])[CH3:4].Br[CH2:18][CH2:19][O:20][Si:21]([C:24]([CH3:27])([CH3:26])[CH3:25])([CH3:23])[CH3:22]. (4) Reactant: Br[C:2]1[N:3]([C:29]2[CH:34]=[CH:33][CH:32]=[CH:31][CH:30]=2)[C:4]2[N:5]=[C:6]([C:19]3[CH:24]=[CH:23][C:22]([C:25]([F:28])([F:27])[F:26])=[CH:21][CH:20]=3)[N:7]([C:12]3[CH:17]=[CH:16][C:15]([Cl:18])=[CH:14][CH:13]=3)[C:8](=[O:11])[C:9]=2[N:10]=1.C(=O)([O-])[O-].[K+].[K+].[CH2:41]([NH:43][CH3:44])[CH3:42].C(#N)C. Product: [Cl:18][C:15]1[CH:14]=[CH:13][C:12]([N:7]2[C:8](=[O:11])[C:9]3[N:10]=[C:2]([N:43]([CH2:41][CH3:42])[CH3:44])[N:3]([C:29]4[CH:30]=[CH:31][CH:32]=[CH:33][CH:34]=4)[C:4]=3[N:5]=[C:6]2[C:19]2[CH:24]=[CH:23][C:22]([C:25]([F:26])([F:27])[F:28])=[CH:21][CH:20]=2)=[CH:17][CH:16]=1. The catalyst class is: 2. (5) Reactant: Cl[C:2]1[N:7]=[C:6]([NH:8][CH2:9][C:10]([O:12][CH2:13][CH3:14])=[O:11])[CH:5]=[N:4][CH:3]=1.C(=O)([O-])[O-].[K+].[K+].[H][H]. Product: [N:7]1[CH:2]=[CH:3][N:4]=[CH:5][C:6]=1[NH:8][CH2:9][C:10]([O:12][CH2:13][CH3:14])=[O:11]. The catalyst class is: 421.